This data is from Catalyst prediction with 721,799 reactions and 888 catalyst types from USPTO. The task is: Predict which catalyst facilitates the given reaction. (1) Reactant: Br[CH2:2][C:3]([C:5]1[C:6](=[O:35])[N:7]([CH3:34])[C:8]2[C:13]([C:14]=1[NH:15][C:16](=[O:18])[CH3:17])=[CH:12][C:11]([C:19]1[CH:24]=[CH:23][C:22]([Cl:25])=[CH:21][CH:20]=1)=[C:10]([C:26]1[CH:31]=[CH:30][C:29]([Cl:32])=[CH:28][C:27]=1[Cl:33])[N:9]=2)=[O:4].CC([O-])=O.[Na+]. Product: [C:16]([N:15]1[C:14]2[C:13]3[CH:12]=[C:11]([C:19]4[CH:24]=[CH:23][C:22]([Cl:25])=[CH:21][CH:20]=4)[C:10]([C:26]4[CH:31]=[CH:30][C:29]([Cl:32])=[CH:28][C:27]=4[Cl:33])=[N:9][C:8]=3[N:7]([CH3:34])[C:6](=[O:35])[C:5]=2[C:3]([OH:4])=[CH:2]1)(=[O:18])[CH3:17]. The catalyst class is: 303. (2) Product: [C:17]([O:14][C:5]1[C:6]([CH3:13])=[C:7]([CH:11]=[CH:12][C:4]=1[CH2:1][CH:2]=[CH2:3])[C:8]([OH:10])=[O:9])(=[O:19])[CH3:18]. The catalyst class is: 6. Reactant: [CH2:1]([C:4]1[CH:12]=[CH:11][C:7]([C:8]([OH:10])=[O:9])=[C:6]([CH3:13])[C:5]=1[OH:14])[CH:2]=[CH2:3].[OH-].[Na+].[C:17](OC(=O)C)(=[O:19])[CH3:18].Cl. (3) Reactant: C(O[C:6](=O)[N:7]([C@@H:9]([CH3:44])[C:10]([NH:12][C@@H:13]([CH:38]1[CH2:43][CH2:42][O:41][CH2:40][CH2:39]1)[C:14]([N:16]1[C@H:21]([C:22](=[O:34])[NH:23][C@H:24]2[C:33]3[C:28](=[CH:29][CH:30]=[CH:31][CH:32]=3)[O:27][CH2:26][CH2:25]2)[CH2:20][N:19]2[CH2:35][CH2:36][CH2:37][C@@H:18]2[CH2:17]1)=[O:15])=[O:11])C)(C)(C)C.C(OCC)(=O)C.[ClH:52]. Product: [ClH:52].[ClH:52].[O:27]1[C:28]2[C:33](=[CH:32][CH:31]=[CH:30][CH:29]=2)[C@H:24]([NH:23][C:22]([C@@H:21]2[CH2:20][N:19]3[CH2:35][CH2:36][CH2:37][C@@H:18]3[CH2:17][N:16]2[C:14](=[O:15])[C@@H:13]([NH:12][C:10](=[O:11])[C@H:9]([CH3:44])[NH:7][CH3:6])[CH:38]2[CH2:43][CH2:42][O:41][CH2:40][CH2:39]2)=[O:34])[CH2:25][CH2:26]1. The catalyst class is: 13. (4) Reactant: [CH3:1][C:2]1[CH:3]=[C:4]([NH:9][CH2:10][CH2:11][C:12]2[CH:17]=[CH:16][C:15]([CH3:18])=[CH:14][N:13]=2)[CH:5]=[CH:6][C:7]=1[CH3:8].[CH3:19][C:20]([O:23][C:24]([NH:26][C@H:27]([C:34](O)=[O:35])[C:28]1[CH:33]=[CH:32][CH:31]=[CH:30][CH:29]=1)=[O:25])([CH3:22])[CH3:21].Cl.CN(C)CCCN=C=NCC. Product: [C:20]([O:23][C:24](=[O:25])[NH:26][C@H:27]([C:34](=[O:35])[N:9]([C:4]1[CH:5]=[CH:6][C:7]([CH3:8])=[C:2]([CH3:1])[CH:3]=1)[CH2:10][CH2:11][C:12]1[CH:17]=[CH:16][C:15]([CH3:18])=[CH:14][N:13]=1)[C:28]1[CH:33]=[CH:32][CH:31]=[CH:30][CH:29]=1)([CH3:22])([CH3:19])[CH3:21]. The catalyst class is: 4. (5) Reactant: C(=O)([O-])[O-].[Cs+].[Cs+].S(O[CH2:15][C:16]([F:19])([F:18])[F:17])(C(F)(F)F)(=O)=O.[Br:20][C:21]1[CH:30]=[C:29]2[C:24]([CH2:25][C:26]([CH3:38])([CH3:37])[CH2:27][C:28]32[C:34](=[O:35])[NH:33][C:32](=[O:36])[NH:31]3)=[CH:23][CH:22]=1. Product: [Br:20][C:21]1[CH:30]=[C:29]2[C:24]([CH2:25][C:26]([CH3:38])([CH3:37])[CH2:27][C:28]32[C:34](=[O:35])[N:33]([CH2:15][C:16]([F:19])([F:18])[F:17])[C:32](=[O:36])[NH:31]3)=[CH:23][CH:22]=1. The catalyst class is: 39. (6) Reactant: [CH2:1]([N:4]1[C:8]2[CH2:9][CH:10]([C:26]([O:28][CH3:29])=[O:27])[C:11]3[C:12](=[O:25])[CH2:13][C:14]4([NH:23][C:24]=3[C:7]=2[N:6]=[C:5]1[CH3:30])[CH2:22][C:21]1[C:16](=[CH:17][CH:18]=[CH:19][CH:20]=1)[CH2:15]4)[CH:2]=[CH2:3].ClC1C(=O)C(C#N)=C(C#N)C(=O)C=1Cl.C(=O)([O-])O.[Na+]. Product: [CH2:1]([N:4]1[C:8]2[CH:9]=[C:10]([C:26]([O:28][CH3:29])=[O:27])[C:11]3[C:12](=[O:25])[CH2:13][C:14]4([NH:23][C:24]=3[C:7]=2[N:6]=[C:5]1[CH3:30])[CH2:15][C:16]1[C:21](=[CH:20][CH:19]=[CH:18][CH:17]=1)[CH2:22]4)[CH:2]=[CH2:3]. The catalyst class is: 13. (7) The catalyst class is: 198. Product: [F:27][C:28]1[CH:29]=[C:30]2[C:34](=[CH:35][CH:36]=1)[NH:33][CH:32]=[C:31]2[C:37]1[CH2:38][CH2:39][N:40]([CH2:15][CH:2]2[O:1][C:6]3=[C:7]4[C:12](=[CH:13][CH:14]=[C:5]3[O:4][CH2:3]2)[N:11]=[CH:10][N:9]=[CH:8]4)[CH2:41][CH:42]=1. Reactant: [O:1]1[C:6]2=[C:7]3[C:12](=[CH:13][CH:14]=[C:5]2[O:4][CH2:3][C@@H:2]1[CH2:15]OS(C1C=CC(C)=CC=1)(=O)=O)[N:11]=[CH:10][N:9]=[CH:8]3.[F:27][C:28]1[CH:29]=[C:30]2[C:34](=[CH:35][CH:36]=1)[NH:33][CH:32]=[C:31]2[C:37]1[CH2:38][CH2:39][NH:40][CH2:41][CH:42]=1.C(=O)(O)[O-].[Na+]. (8) Reactant: C(OC([N:8]1[C:16]2[C:11](=[CH:12][CH:13]=[CH:14][C:15]=2[CH3:17])[CH2:10][CH2:9]1)=O)(C)(C)C. Product: [CH3:17][C:15]1[CH:14]=[CH:13][CH:12]=[C:11]2[C:16]=1[NH:8][CH2:9][CH2:10]2. The catalyst class is: 89.